Dataset: Catalyst prediction with 721,799 reactions and 888 catalyst types from USPTO. Task: Predict which catalyst facilitates the given reaction. (1) Reactant: [NH2:1][C:2]1[C:3]([NH:13][CH2:14][CH2:15][CH2:16][O:17][CH3:18])=[N:4][CH:5]=[C:6]([CH:12]=1)[C:7]([O:9][CH2:10][CH3:11])=[O:8].[N:19]#[C:20]Br.C(C1C=C(C=CC=1)C(O)=O)#N.C1C=C2N=NN(O)C2=CC=1.O.C(Cl)CCl. Product: [NH2:19][C:20]1[N:13]([CH2:14][CH2:15][CH2:16][O:17][CH3:18])[C:3]2=[N:4][CH:5]=[C:6]([C:7]([O:9][CH2:10][CH3:11])=[O:8])[CH:12]=[C:2]2[N:1]=1. The catalyst class is: 100. (2) Reactant: [Al+3].[Cl-].[Cl-].[Cl-].[Br:5][C:6]1[CH:7]=[CH:8][C:9]([CH3:18])=[C:10]([CH2:12][CH:13]([CH3:17])[C:14](Cl)=[O:15])[CH:11]=1. Product: [CH3:17][CH:13]1[CH2:12][C:10]2[C:11](=[C:6]([Br:5])[CH:7]=[CH:8][C:9]=2[CH3:18])[C:14]1=[O:15]. The catalyst class is: 4.